Predict the reaction yield, written as a fraction of the theoretical maximum amount of product (1.0 means a 100% yield; for example, 0.34 means a 34% yield). From a dataset of Reaction yield outcomes from USPTO patents with 853,638 reactions. (1) The catalyst is CO.[Pd]. The reactants are [CH3:1][N:2]([CH3:15])[S:3]([C:6]1[CH:11]=[CH:10][C:9]([N+:12]([O-])=O)=[CH:8][CH:7]=1)(=[O:5])=[O:4]. The yield is 0.950. The product is [NH2:12][C:9]1[CH:10]=[CH:11][C:6]([S:3]([N:2]([CH3:15])[CH3:1])(=[O:5])=[O:4])=[CH:7][CH:8]=1. (2) The product is [C:4]([O:3][C:1]([N:8]1[CH2:9][CH2:10][N:11]([C:46]2[C:55]3[C:50](=[CH:51][CH:52]=[CH:53][C:54]=3[Cl:56])[CH:49]=[CH:48][CH:47]=2)[CH2:12][CH2:13]1)=[O:2])([CH3:7])([CH3:6])[CH3:5]. The reactants are [C:1]([N:8]1[CH2:13][CH2:12][NH:11][CH2:10][CH2:9]1)([O:3][C:4]([CH3:7])([CH3:6])[CH3:5])=[O:2].CC([O-])(C)C.[Na+].C1(P(C2CCCCC2)C2C=CC=CC=2C2C=CC=CC=2)CCCCC1.Br[C:46]1[C:55]2[C:50](=[CH:51][CH:52]=[CH:53][C:54]=2[Cl:56])[CH:49]=[CH:48][CH:47]=1. The catalyst is CC([O-])=O.CC([O-])=O.[Pd+2].C1(C)C=CC=CC=1. The yield is 0.720. (3) The reactants are [F:1][C:2]1[CH:3]=[C:4]([CH:10]([O:13][Si](C)(C)C)[C:11]#N)[CH:5]=[CH:6][C:7]=1[S:8][CH3:9].C[Si](C)(C)[N-][Si](C)(C)C.[Li+].C(Br)[C:29]1[CH:34]=[CH:33][CH:32]=[CH:31][CH:30]=1.Cl. The catalyst is O1CCCC1.C(OCC)(=O)C. The product is [F:1][C:2]1[CH:3]=[C:4]([C:10](=[O:13])[CH2:11][C:29]2[CH:34]=[CH:33][CH:32]=[CH:31][CH:30]=2)[CH:5]=[CH:6][C:7]=1[S:8][CH3:9]. The yield is 0.550. (4) The reactants are [CH2:1]([O:3][C:4]1[N:5]=[C:6]([C:20]2[CH:25]=[CH:24][N:23]=[C:22]([NH2:26])[CH:21]=2)[S:7][C:8]=1[C:9]1[N:13]=[CH:12][N:11]([CH:14]2[CH2:19][CH2:18][CH2:17][CH2:16][O:15]2)[N:10]=1)[CH3:2].Cl[C:28]([O:30][CH2:31][CH3:32])=[O:29]. The catalyst is N1C=CC=CC=1.O. The product is [CH2:1]([O:3][C:4]1[N:5]=[C:6]([C:20]2[CH:25]=[CH:24][N:23]=[C:22]([NH:26][C:28](=[O:29])[O:30][CH2:31][CH3:32])[CH:21]=2)[S:7][C:8]=1[C:9]1[N:13]=[CH:12][N:11]([CH:14]2[CH2:19][CH2:18][CH2:17][CH2:16][O:15]2)[N:10]=1)[CH3:2]. The yield is 0.830. (5) The reactants are Cl.[NH2:2][C@H:3]([C:9]([O:11][CH3:12])=[O:10])[CH2:4][C:5]([O:7][CH3:8])=[O:6].C(N(CC)CC)C.[CH3:20][C:21]([O:24][C:25](O[C:25]([O:24][C:21]([CH3:23])([CH3:22])[CH3:20])=[O:26])=[O:26])([CH3:23])[CH3:22]. The catalyst is CO. The product is [C:21]([O:24][C:25]([NH:2][C@H:3]([C:9]([O:11][CH3:12])=[O:10])[CH2:4][C:5]([O:7][CH3:8])=[O:6])=[O:26])([CH3:23])([CH3:22])[CH3:20]. The yield is 0.780. (6) The reactants are [Cl:1][C:2]1[CH:7]=[CH:6][C:5]([C:8]([CH3:29])([CH3:28])[CH2:9][C:10]([OH:27])([C:23]([F:26])([F:25])[F:24])[CH:11]=[N:12][C:13]2[CH:22]=[CH:21][CH:20]=[C:19]3[C:14]=2[CH:15]=[CH:16][N:17]=[CH:18]3)=[C:4]([O:30]C)[C:3]=1[F:32].B(Br)(Br)Br.C(=O)(O)[O-:38].[Na+].C(OCC)(=O)C. The catalyst is ClCCl. The product is [Cl:1][C:2]1[CH:7]=[C:6]2[C:5]([C:8]([CH3:28])([CH3:29])[CH2:9][C:10]([OH:27])([C:23]([F:24])([F:25])[F:26])[CH:11]2[NH:12][C:13]2[CH:22]=[CH:21][CH:20]=[C:19]3[C:14]=2[CH:15]=[CH:16][NH:17][C:18]3=[O:38])=[C:4]([OH:30])[C:3]=1[F:32]. The yield is 0.316.